Binary Classification. Given a T-cell receptor sequence (or CDR3 region) and an epitope sequence, predict whether binding occurs between them. From a dataset of TCR-epitope binding with 47,182 pairs between 192 epitopes and 23,139 TCRs. (1) The epitope is LPAADLDDF. The TCR CDR3 sequence is CASSHGQWRERYEQYF. Result: 0 (the TCR does not bind to the epitope). (2) The epitope is YYRRATRRIR. Result: 0 (the TCR does not bind to the epitope). The TCR CDR3 sequence is CASSLGGAEAFF. (3) The TCR CDR3 sequence is CASSQGMFDYGYTF. The epitope is KRWIILGLNK. Result: 1 (the TCR binds to the epitope). (4) The epitope is KLVALGINAV. The TCR CDR3 sequence is CSAIDFPMGNEQFF. Result: 1 (the TCR binds to the epitope). (5) The epitope is LPPAYTNSF. The TCR CDR3 sequence is CASSFDRDLWNTEAFF. Result: 1 (the TCR binds to the epitope). (6) The epitope is AVFDRKSDAK. The TCR CDR3 sequence is CASSPWTGPLNTEAFF. Result: 1 (the TCR binds to the epitope).